From a dataset of Full USPTO retrosynthesis dataset with 1.9M reactions from patents (1976-2016). Predict the reactants needed to synthesize the given product. Given the product [NH2:34][C:30]1[CH:29]=[C:28]([S:25]([NH:24][C:22]([C:8]2[N:9]([CH2:12][C:13]3[C:18]([CH3:19])=[CH:17][C:16]([CH3:20])=[CH:15][C:14]=3[CH3:21])[C:10]3[C:6]([CH:7]=2)=[CH:5][CH:4]=[C:3]([C:1]#[N:2])[CH:11]=3)=[O:23])(=[O:27])=[O:26])[CH:33]=[CH:32][CH:31]=1, predict the reactants needed to synthesize it. The reactants are: [C:1]([C:3]1[CH:11]=[C:10]2[C:6]([CH:7]=[C:8]([C:22]([NH:24][S:25]([C:28]3[CH:33]=[CH:32][CH:31]=[C:30]([N+:34]([O-])=O)[CH:29]=3)(=[O:27])=[O:26])=[O:23])[N:9]2[CH2:12][C:13]2[C:18]([CH3:19])=[CH:17][C:16]([CH3:20])=[CH:15][C:14]=2[CH3:21])=[CH:5][CH:4]=1)#[N:2].[H][H].